Dataset: Forward reaction prediction with 1.9M reactions from USPTO patents (1976-2016). Task: Predict the product of the given reaction. (1) Given the reactants C([N:8]1[CH2:13][CH2:12][CH:11]([OH:14])[CH2:10][CH2:9]1)(OC(C)(C)C)=O.[H-].[Na+].[CH3:17][C:18]1[CH:27]=[C:26]([CH2:28]OC2C=CC(CCl)=CC=2)[C:25]2[C:20](=[CH:21][CH:22]=[CH:23][CH:24]=2)[N:19]=1, predict the reaction product. The product is: [CH3:17][C:18]1[CH:27]=[C:26]([CH2:28][O:14][CH:11]2[CH2:10][CH2:9][NH:8][CH2:13][CH2:12]2)[C:25]2[C:20](=[CH:21][CH:22]=[CH:23][CH:24]=2)[N:19]=1. (2) Given the reactants [C:1]([O:5][C:6]([N:8]1[CH2:13][CH2:12][CH:11]([N:14]2[CH:18]=[C:17]([C:19]3[CH:20]=[N:21][C:22]([NH2:34])=[C:23](B4OC(C)(C)C(C)(C)O4)[CH:24]=3)[CH:16]=[N:15]2)[CH2:10][CH2:9]1)=[O:7])([CH3:4])([CH3:3])[CH3:2].[CH3:35][C:36]1[C:45]2[C:40](=[CH:41][CH:42]=[CH:43][CH:44]=2)[CH:39]=[N:38][C:37]=1OS(C(F)(F)F)(=O)=O.O1CCOCC1.C([O-])([O-])=O.[Cs+].[Cs+].O, predict the reaction product. The product is: [C:1]([O:5][C:6]([N:8]1[CH2:13][CH2:12][CH:11]([N:14]2[CH:18]=[C:17]([C:19]3[CH:20]=[N:21][C:22]([NH2:34])=[C:23]([C:37]4[N:38]=[CH:39][C:40]5[C:45]([C:36]=4[CH3:35])=[CH:44][CH:43]=[CH:42][CH:41]=5)[CH:24]=3)[CH:16]=[N:15]2)[CH2:10][CH2:9]1)=[O:7])([CH3:4])([CH3:2])[CH3:3].